The task is: Regression. Given two drug SMILES strings and cell line genomic features, predict the synergy score measuring deviation from expected non-interaction effect.. This data is from Merck oncology drug combination screen with 23,052 pairs across 39 cell lines. (1) Drug 1: COc1cc(C2c3cc4c(cc3C(OC3OC5COC(C)OC5C(O)C3O)C3COC(=O)C23)OCO4)cc(OC)c1O. Drug 2: CCN(CC)CCNC(=O)c1c(C)[nH]c(C=C2C(=O)Nc3ccc(F)cc32)c1C. Cell line: SKOV3. Synergy scores: synergy=2.36. (2) Drug 1: COC1=C2CC(C)CC(OC)C(O)C(C)C=C(C)C(OC(N)=O)C(OC)C=CC=C(C)C(=O)NC(=CC1=O)C2=O. Drug 2: CCc1cnn2c(NCc3ccc[n+]([O-])c3)cc(N3CCCCC3CCO)nc12. Cell line: SKMEL30. Synergy scores: synergy=5.99. (3) Drug 1: NC1(c2ccc(-c3nc4ccn5c(=O)[nH]nc5c4cc3-c3ccccc3)cc2)CCC1. Drug 2: C#Cc1cccc(Nc2ncnc3cc(OCCOC)c(OCCOC)cc23)c1. Cell line: A375. Synergy scores: synergy=5.47.